Task: Predict the product of the given reaction.. Dataset: Forward reaction prediction with 1.9M reactions from USPTO patents (1976-2016) (1) Given the reactants [Cl:1][C:2]1[CH:3]=[C:4]([C:8]2[N:9]=[CH:10][C:11]3[CH2:12][CH2:13][CH2:14][C:15]4([C:21](=[O:22])[N:20]([CH3:23])[C:19](=S)[NH:18]4)[C:16]=3[CH:17]=2)[CH:5]=[CH:6][CH:7]=1.C(OO)(C)(C)C.O.[NH3:32], predict the reaction product. The product is: [NH2:32][C:19]1[N:20]([CH3:23])[C:21](=[O:22])[C:15]2([N:18]=1)[CH2:14][CH2:13][CH2:12][C:11]1[CH:10]=[N:9][C:8]([C:4]3[CH:5]=[CH:6][CH:7]=[C:2]([Cl:1])[CH:3]=3)=[CH:17][C:16]2=1. (2) Given the reactants [BrH:1].[S:2]1[C:6]([CH2:7]O)=[CH:5][C:4]2[CH:9]=[CH:10][CH:11]=[CH:12][C:3]1=2.C(Cl)(Cl)Cl, predict the reaction product. The product is: [Br:1][CH2:7][C:6]1[S:2][C:3]2[CH:12]=[CH:11][CH:10]=[CH:9][C:4]=2[CH:5]=1. (3) Given the reactants [C:1]([N:5]1[C:9]2[CH:10]=[CH:11][CH:12]=[CH:13][C:8]=2[N:7]([C@@H:14]([C:29]2[CH:34]=[CH:33][CH:32]=[CH:31][CH:30]=2)[C@H:15]([OH:28])[CH2:16]OS(C2C=CC(C)=CC=2)(=O)=O)[C:6]1=[O:35])([CH3:4])([CH3:3])[CH3:2].[CH3:36][NH2:37], predict the reaction product. The product is: [C:1]([N:5]1[C:9]2[CH:10]=[CH:11][CH:12]=[CH:13][C:8]=2[N:7]([C@@H:14]([C:29]2[CH:34]=[CH:33][CH:32]=[CH:31][CH:30]=2)[C@H:15]([OH:28])[CH2:16][NH:37][CH3:36])[C:6]1=[O:35])([CH3:2])([CH3:4])[CH3:3]. (4) Given the reactants [F:1][C:2]([F:43])([F:42])[C:3]1[CH:4]=[C:5]([C@H:13]([N:15]([CH3:41])[C:16]([N:18]2[CH2:32][CH2:31][C:21]3([NH:25][C@@H:24]([C:26]([O:28][CH3:29])=[O:27])[CH2:23][CH:22]3I)[CH2:20][C@@H:19]2[C:33]2[CH:38]=[CH:37][C:36]([F:39])=[CH:35][C:34]=2[CH3:40])=[O:17])[CH3:14])[CH:6]=[C:7]([C:9]([F:12])([F:11])[F:10])[CH:8]=1.C(N(CC)CC)C, predict the reaction product. The product is: [F:43][C:2]([F:1])([F:42])[C:3]1[CH:4]=[C:5]([C@H:13]([N:15]([CH3:41])[C:16]([N:18]2[CH2:32][CH2:31][C@:21]3([NH:25][C@@H:24]([C:26]([O:28][CH3:29])=[O:27])[CH2:23][CH2:22]3)[CH2:20][C@@H:19]2[C:33]2[CH:38]=[CH:37][C:36]([F:39])=[CH:35][C:34]=2[CH3:40])=[O:17])[CH3:14])[CH:6]=[C:7]([C:9]([F:10])([F:11])[F:12])[CH:8]=1.